From a dataset of Forward reaction prediction with 1.9M reactions from USPTO patents (1976-2016). Predict the product of the given reaction. Given the reactants [H-].[Li+].[OH:3][CH2:4][C:5]1[CH:10]=[C:9]([CH3:11])[N:8]=[C:7]([O:12][C@@H:13]([C:18]([O:31][CH3:32])([C:25]2[CH:30]=[CH:29][CH:28]=[CH:27][CH:26]=2)[C:19]2[CH:24]=[CH:23][CH:22]=[CH:21][CH:20]=2)[C:14]([O:16][CH3:17])=[O:15])[N:6]=1.[CH2:33](Br)[C:34]1[CH:39]=[CH:38][CH:37]=[CH:36][CH:35]=1, predict the reaction product. The product is: [CH2:33]([O:3][CH2:4][C:5]1[CH:10]=[C:9]([CH3:11])[N:8]=[C:7]([O:12][C@@H:13]([C:18]([O:31][CH3:32])([C:25]2[CH:26]=[CH:27][CH:28]=[CH:29][CH:30]=2)[C:19]2[CH:20]=[CH:21][CH:22]=[CH:23][CH:24]=2)[C:14]([O:16][CH3:17])=[O:15])[N:6]=1)[C:34]1[CH:39]=[CH:38][CH:37]=[CH:36][CH:35]=1.